This data is from Catalyst prediction with 721,799 reactions and 888 catalyst types from USPTO. The task is: Predict which catalyst facilitates the given reaction. (1) Reactant: CC1C=CC(S(O[CH2:12][C@@H:13]2[CH2:18][CH2:17][N:16]([C:19]([O:21][C:22]([CH3:25])([CH3:24])[CH3:23])=[O:20])[CH2:15][C@H:14]2[O:26][CH3:27])(=O)=O)=CC=1.[NH3:28]. Product: [NH2:28][CH2:12][C@@H:13]1[CH2:18][CH2:17][N:16]([C:19]([O:21][C:22]([CH3:25])([CH3:24])[CH3:23])=[O:20])[CH2:15][C@H:14]1[O:26][CH3:27]. The catalyst class is: 1. (2) Product: [CH2:35]([O:28][C:19]1[CH:20]=[C:21]([C:24]([F:25])([F:27])[F:26])[CH:22]=[CH:23][C:18]=1[C:14]1[N:15]=[CH:16][N:17]=[C:12]([O:11][C:8]2[CH:9]=[C:10]3[C:5]([CH:4]=[CH:3][CH:2]=[N:1]3)=[CH:6][CH:7]=2)[CH:13]=1)[C:36]1[CH:41]=[CH:40][CH:39]=[CH:38][CH:37]=1. The catalyst class is: 18. Reactant: [N:1]1[C:10]2[C:5](=[CH:6][CH:7]=[C:8]([O:11][C:12]3[N:17]=[CH:16][N:15]=[C:14]([C:18]4[CH:23]=[CH:22][C:21]([C:24]([F:27])([F:26])[F:25])=[CH:20][C:19]=4[OH:28])[CH:13]=3)[CH:9]=2)[CH:4]=[CH:3][CH:2]=1.C([O-])([O-])=O.[K+].[K+].[CH2:35](Br)[C:36]1[CH:41]=[CH:40][CH:39]=[CH:38][CH:37]=1. (3) Product: [CH3:33][O:32][C:22]1[C:20]2[N:21]=[C:17]([NH:16][C:14](=[O:15])[C:13]3[CH:34]=[CH:35][N:36]=[C:11]([CH2:10][N:1]4[CH2:5][CH2:4][CH2:3][C:2]4=[O:6])[CH:12]=3)[S:18][C:19]=2[C:25]([N:26]2[CH2:27][CH2:28][O:29][CH2:30][CH2:31]2)=[CH:24][CH:23]=1. The catalyst class is: 6. Reactant: [NH:1]1[CH2:5][CH2:4][CH2:3][C:2]1=[O:6].[H-].[Na+].Cl[CH2:10][C:11]1[CH:12]=[C:13]([CH:34]=[CH:35][N:36]=1)[C:14]([NH:16][C:17]1[S:18][C:19]2[C:25]([N:26]3[CH2:31][CH2:30][O:29][CH2:28][CH2:27]3)=[CH:24][CH:23]=[C:22]([O:32][CH3:33])[C:20]=2[N:21]=1)=[O:15]. (4) Reactant: Cl.[CH3:2][C:3]1([CH3:22])[CH2:11][C@H:10]([NH:12][C:13]2[C:18]([C:19]#[N:20])=[CH:17][N:16]=[C:15](Cl)[N:14]=2)[CH2:9][C@H:8]2[N:4]1[CH2:5][CH2:6][CH2:7]2.[NH2:23][C:24]1[CH:25]=[CH:26][C:27]([O:37][C:38]([CH3:49])([CH3:48])[CH2:39][O:40][Si](C(C)(C)C)(C)C)=[C:28]([N:30]2[C:34](=[O:35])[N:33]([CH3:36])[N:32]=[N:31]2)[CH:29]=1. Product: [NH3:4].[CH3:34][OH:35].[CH3:2][C:3]1([CH3:22])[CH2:11][C@H:10]([NH:12][C:13]2[C:18]([C:19]#[N:20])=[CH:17][N:16]=[C:15]([NH:23][C:24]3[CH:25]=[CH:26][C:27]([O:37][C:38]([CH3:49])([CH3:48])[CH2:39][OH:40])=[C:28]([N:30]4[C:34](=[O:35])[N:33]([CH3:36])[N:32]=[N:31]4)[CH:29]=3)[N:14]=2)[CH2:9][C@H:8]2[N:4]1[CH2:5][CH2:6][CH2:7]2. The catalyst class is: 41. (5) Reactant: Br[C:2]1[CH:3]=[CH:4][C:5]2[C:6]([CH:17]=1)=[C:7]([C:10]1[CH:15]=[CH:14][CH:13]=[C:12]([Cl:16])[CH:11]=1)[O:8][N:9]=2.[Li]CCCC.CON(C)[C:26](=[O:35])[C:27]1[CH:32]=[CH:31][C:30]([O:33][CH3:34])=[CH:29][CH:28]=1. Product: [Cl:16][C:12]1[CH:11]=[C:10]([C:7]2[O:8][N:9]=[C:5]3[CH:4]=[CH:3][C:2]([C:26]([C:27]4[CH:32]=[CH:31][C:30]([O:33][CH3:34])=[CH:29][CH:28]=4)=[O:35])=[CH:17][C:6]=23)[CH:15]=[CH:14][CH:13]=1. The catalyst class is: 1. (6) Reactant: [CH2:1]([N:8]1[CH2:18][CH2:17][C:11]2[N:12]=[CH:13][N:14]=[C:15](Cl)[C:10]=2[CH2:9]1)[C:2]1[CH:7]=[CH:6][CH:5]=[CH:4][CH:3]=1.[Cl:19][C:20]1[CH:25]=[CH:24][C:23]([CH2:26][NH2:27])=[CH:22][N:21]=1.C(N(CC)C(C)C)(C)C. Product: [CH2:1]([N:8]1[CH2:18][CH2:17][C:11]2[N:12]=[CH:13][N:14]=[C:15]([NH:27][CH2:26][C:23]3[CH:22]=[N:21][C:20]([Cl:19])=[CH:25][CH:24]=3)[C:10]=2[CH2:9]1)[C:2]1[CH:7]=[CH:6][CH:5]=[CH:4][CH:3]=1. The catalyst class is: 10. (7) Reactant: [C:1]([C:3]1[CH:11]=[CH:10][C:9]2[NH:8][C:7]3[CH2:12][C@@H:13]([NH:15][C:16](=[O:21])[O:17][CH:18]([CH3:20])[CH3:19])[CH2:14][C:6]=3[C:5]=2[CH:4]=1)#[N:2].[Cl:22][C:23]1[CH:28]=[CH:27][N:26]=[C:25]([CH2:29]Cl)[C:24]=1[O:31][CH3:32].C(=O)([O-])[O-].[Cs+].[Cs+]. Product: [CH:18]([O:17][C:16](=[O:21])[NH:15][C@@H:13]1[CH2:12][C:7]2[N:8]([CH2:29][C:25]3[C:24]([O:31][CH3:32])=[C:23]([Cl:22])[CH:28]=[CH:27][N:26]=3)[C:9]3[CH:10]=[CH:11][C:3]([C:1]#[N:2])=[CH:4][C:5]=3[C:6]=2[CH2:14]1)([CH3:19])[CH3:20]. The catalyst class is: 35. (8) The catalyst class is: 83. Reactant: [OH-].[Na+].C[O:4][C:5](=[O:39])[C:6]1[CH:11]=[CH:10][C:9]([NH:12][C:13]([N:15]2[CH2:20][CH2:19][N:18]([C:21]3[CH:26]=[CH:25][C:24]([NH:27][C:28]([NH:30][C:31]4[CH:36]=[CH:35][CH:34]=[CH:33][C:32]=4[F:37])=[O:29])=[CH:23][CH:22]=3)[CH2:17][CH2:16]2)=[O:14])=[C:8]([Cl:38])[CH:7]=1. Product: [Cl:38][C:8]1[CH:7]=[C:6]([CH:11]=[CH:10][C:9]=1[NH:12][C:13]([N:15]1[CH2:16][CH2:17][N:18]([C:21]2[CH:22]=[CH:23][C:24]([NH:27][C:28]([NH:30][C:31]3[CH:36]=[CH:35][CH:34]=[CH:33][C:32]=3[F:37])=[O:29])=[CH:25][CH:26]=2)[CH2:19][CH2:20]1)=[O:14])[C:5]([OH:39])=[O:4]. (9) Reactant: C([O:3][C:4](=O)[CH:5]([C:7]1[O:11][C:10]([C:12]2[CH:17]=[CH:16][C:15]([C:18]([F:21])([F:20])[F:19])=[CH:14][CH:13]=2)=[N:9][C:8]=1[CH:22]([CH3:24])[CH3:23])[CH3:6])C.O1CCCC1.[H-].[Al+3].[Li+].[H-].[H-].[H-].Cl. Product: [CH:22]([C:8]1[N:9]=[C:10]([C:12]2[CH:13]=[CH:14][C:15]([C:18]([F:20])([F:21])[F:19])=[CH:16][CH:17]=2)[O:11][C:7]=1[CH:5]([CH3:6])[CH2:4][OH:3])([CH3:23])[CH3:24]. The catalyst class is: 13.